This data is from Catalyst prediction with 721,799 reactions and 888 catalyst types from USPTO. The task is: Predict which catalyst facilitates the given reaction. (1) Reactant: [Br:1][C:2]1[CH:15]=[CH:14][C:5]([NH:6][C:7](=[O:13])[CH2:8][O:9]C(=O)C)=[CH:4][CH:3]=1.[OH-].[Na+]. Product: [Br:1][C:2]1[CH:3]=[CH:4][C:5]([NH:6][C:7](=[O:13])[CH2:8][OH:9])=[CH:14][CH:15]=1. The catalyst class is: 111. (2) Reactant: [O:1]=[O+][O-].[CH2:4]([N:11]1[CH:19]=[N:18][C:17]2[C:12]1=[N:13][C:14]([C:25]1[CH:30]=[CH:29][C:28]([Cl:31])=[C:27]([O:32][CH3:33])[C:26]=1[F:34])=[N:15][C:16]=2[C:20]1[O:21]C=CC=1)[C:5]1[CH:10]=[CH:9][CH:8]=[CH:7][CH:6]=1. Product: [CH2:4]([N:11]1[CH:19]=[N:18][C:17]2[C:12]1=[N:13][C:14]([C:25]1[CH:30]=[CH:29][C:28]([Cl:31])=[C:27]([O:32][CH3:33])[C:26]=1[F:34])=[N:15][C:16]=2[C:20]([OH:1])=[O:21])[C:5]1[CH:6]=[CH:7][CH:8]=[CH:9][CH:10]=1. The catalyst class is: 4. (3) Reactant: [CH3:1][O:2][C:3](=[O:12])[CH2:4][C:5]1[CH:10]=[CH:9][C:8]([F:11])=[CH:7][CH:6]=1.[Br:13]([O-])(=O)=O.[Na+].OS([O-])=O.[Na+]. Product: [CH3:1][O:2][C:3](=[O:12])[CH:4]([Br:13])[C:5]1[CH:10]=[CH:9][C:8]([F:11])=[CH:7][CH:6]=1. The catalyst class is: 13. (4) Reactant: [CH3:1][O:2][C:3]([CH3:8])([CH3:7])[CH2:4][CH2:5][OH:6].Cl[C:10]([O:12][CH3:13])=[O:11].N1C=CC=CC=1.O. Product: [CH3:13][O:12][C:10]([O:6][CH2:5][CH2:4][C:3]([O:2][CH3:1])([CH3:8])[CH3:7])=[O:11]. The catalyst class is: 1. (5) Reactant: [Cl:1][C:2]1[CH:22]=[CH:21][C:5]([CH:6]([O:14][CH:15]2[CH2:20][CH2:19][NH:18][CH2:17][CH2:16]2)[C:7]2[CH:12]=[CH:11][C:10]([Cl:13])=[CH:9][CH:8]=2)=[CH:4][CH:3]=1.[F:23][C:24]1[CH:29]=[CH:28][C:27]([S:30](Cl)(=[O:32])=[O:31])=[CH:26][CH:25]=1.C(=O)([O-])[O-].C(O)C(N)(CO)CO. Product: [F:23][C:24]1[CH:29]=[CH:28][C:27]([S:30]([N:18]2[CH2:19][CH2:20][CH:15]([O:14][CH:6]([C:7]3[CH:8]=[CH:9][C:10]([Cl:13])=[CH:11][CH:12]=3)[C:5]3[CH:21]=[CH:22][C:2]([Cl:1])=[CH:3][CH:4]=3)[CH2:16][CH2:17]2)(=[O:32])=[O:31])=[CH:26][CH:25]=1. The catalyst class is: 4. (6) Reactant: [F-:1].[CH2:2]([N+](CCCC)(CCCC)CCCC)[CH2:3][CH2:4]C.[Cl:19][C:20]1[CH:28]=[C:27]2[C:23]([C:24]([NH:37][C:38](=[O:42])[CH2:39][CH2:40][CH3:41])=[N:25][N:26]2[CH2:29]OCC[Si](C)(C)C)=[CH:22][C:21]=1C1C=CC(F)=CC=1.C(O[CH2:54][CH3:55])(=O)C. Product: [Cl:19][C:20]1[CH:28]=[C:27]2[C:23]([C:24]([NH:37][C:38](=[O:42])[CH2:39][CH2:40][CH3:41])=[N:25][N:26]2[C:29]2[CH:55]=[CH:54][C:4]([F:1])=[CH:3][CH:2]=2)=[CH:22][CH:21]=1. The catalyst class is: 7. (7) Reactant: [C:1]([NH2:10])(=[O:9])[C:2]1[C:3](=[CH:5][CH:6]=[CH:7][CH:8]=1)[NH2:4].[CH:11](=O)[CH2:12][CH2:13][CH2:14][CH3:15].[O-]S([O-])(=S)=O.[Na+].[Na+].O. Product: [CH2:12]([C:11]1[NH:10][C:1](=[O:9])[C:2]2[C:3](=[CH:5][CH:6]=[CH:7][CH:8]=2)[N:4]=1)[CH2:13][CH2:14][CH3:15]. The catalyst class is: 44. (8) Reactant: Cl[C:2]1[C:3]2[CH:10]=[CH:9][S:8][C:4]=2[N:5]=[CH:6][N:7]=1.[OH:11][CH:12]1[CH2:17][CH2:16][NH:15][CH2:14][CH2:13]1. Product: [N:5]1[C:4]2[S:8][CH:9]=[CH:10][C:3]=2[C:2]([N:15]2[CH2:16][CH2:17][CH:12]([OH:11])[CH2:13][CH2:14]2)=[N:7][CH:6]=1. The catalyst class is: 32.